Dataset: CYP3A4 inhibition data for predicting drug metabolism from PubChem BioAssay. Task: Regression/Classification. Given a drug SMILES string, predict its absorption, distribution, metabolism, or excretion properties. Task type varies by dataset: regression for continuous measurements (e.g., permeability, clearance, half-life) or binary classification for categorical outcomes (e.g., BBB penetration, CYP inhibition). Dataset: cyp3a4_veith. (1) The compound is CCCSc1nc(C)cc(C)c1C(N)=O. The result is 0 (non-inhibitor). (2) The compound is O=C(c1cccc(F)c1)N1C2C=CC(C2)C1(C(F)(F)F)C(F)(F)F. The result is 1 (inhibitor).